This data is from Full USPTO retrosynthesis dataset with 1.9M reactions from patents (1976-2016). The task is: Predict the reactants needed to synthesize the given product. The reactants are: Cl.O.[NH:3]1[CH2:8][CH2:7][C:6](=[O:9])[CH2:5][CH2:4]1.CCN(C(C)C)C(C)C.[F:19][C:20]1[CH:28]=[CH:27][CH:26]=[C:25]([F:29])[C:21]=1[C:22](Cl)=[O:23]. Given the product [F:19][C:20]1[CH:28]=[CH:27][CH:26]=[C:25]([F:29])[C:21]=1[C:22]([N:3]1[CH2:8][CH2:7][C:6](=[O:9])[CH2:5][CH2:4]1)=[O:23], predict the reactants needed to synthesize it.